This data is from Peptide-MHC class I binding affinity with 185,985 pairs from IEDB/IMGT. The task is: Regression. Given a peptide amino acid sequence and an MHC pseudo amino acid sequence, predict their binding affinity value. This is MHC class I binding data. The peptide sequence is SVRDRLARL. The binding affinity (normalized) is 0. The MHC is HLA-B18:01 with pseudo-sequence HLA-B18:01.